The task is: Predict the reactants needed to synthesize the given product.. This data is from Full USPTO retrosynthesis dataset with 1.9M reactions from patents (1976-2016). (1) Given the product [CH3:28][C:15]1[C:14]2[C:18](=[CH:19][CH:20]=[C:12]([CH2:11][C:7]3[CH:6]=[C:5]([CH:10]=[CH:9][N:8]=3)[C:3]([OH:4])=[O:2])[CH:13]=2)[NH:17][CH:16]=1, predict the reactants needed to synthesize it. The reactants are: C[O:2][C:3]([C:5]1[CH:10]=[CH:9][N:8]=[C:7]([CH2:11][C:12]2[CH:13]=[C:14]3[C:18](=[CH:19][CH:20]=2)[N:17](C(OC(C)(C)C)=O)[CH:16]=[C:15]3[CH3:28])[CH:6]=1)=[O:4].C(O)(C(F)(F)F)=O.O[Li].O.Cl. (2) Given the product [NH2:14][C@H:15]([C:20]1[CH:29]=[CH:28][C:27]2[C:22](=[CH:23][CH:24]=[CH:25][CH:26]=2)[CH:21]=1)[C@H:16]([OH:19])[CH2:17][OH:18], predict the reactants needed to synthesize it. The reactants are: C(O)(C(F)(F)F)=O.C(OC(=O)[NH:14][C@H:15]([C:20]1[CH:29]=[CH:28][C:27]2[C:22](=[CH:23][CH:24]=[CH:25][CH:26]=2)[CH:21]=1)[C@H:16]([OH:19])[CH2:17][OH:18])(C)(C)C. (3) Given the product [NH2:1][N:2]1[C:11](=[O:12])[C:10]2[C:5](=[C:6]([CH3:15])[C:7]([N:20]3[CH2:24][CH2:23][CH:22]([CH2:25][C:26]#[N:27])[CH2:21]3)=[C:8]([F:13])[CH:9]=2)[N:4]([CH:16]2[CH2:18][CH2:17]2)[C:3]1=[O:19], predict the reactants needed to synthesize it. The reactants are: [NH2:1][N:2]1[C:11](=[O:12])[C:10]2[C:5](=[C:6]([CH3:15])[C:7](F)=[C:8]([F:13])[CH:9]=2)[N:4]([CH:16]2[CH2:18][CH2:17]2)[C:3]1=[O:19].[NH:20]1[CH2:24][CH2:23][CH:22]([CH2:25][C:26]#[N:27])[CH2:21]1.CN(C)C(N(C)C)=N.C(=O)(O)[O-].[Na+]. (4) Given the product [CH3:17][C@@H:16]([NH:18][CH2:19][CH2:20][CH2:21][C:22]1[CH:27]=[CH:26][CH:25]=[C:24]([C:28]([F:29])([F:30])[F:31])[CH:23]=1)[C:6]1[CH:7]=[CH:8][CH:9]=[C:10]2[CH:11]=[CH:12][CH:13]=[CH:14][C:15]=12.[S:1](=[O:3])(=[O:2])([OH:5])[O-:4], predict the reactants needed to synthesize it. The reactants are: [S:1](=[O:5])(=[O:4])([OH:3])[OH:2].[C:6]1([C@H:16]([NH:18][CH2:19]/[CH:20]=[CH:21]/[C:22]2[CH:27]=[CH:26][CH:25]=[C:24]([C:28]([F:31])([F:30])[F:29])[CH:23]=2)[CH3:17])[C:15]2[C:10](=[CH:11][CH:12]=[CH:13][CH:14]=2)[CH:9]=[CH:8][CH:7]=1.[H][H]. (5) Given the product [CH3:16][C:5]1[CH:6]=[C:7]([N:10]2[CH2:14][CH2:13][C@H:12]([CH3:15])[CH2:11]2)[CH:8]=[CH:9][C:4]=1[C:3]([OH:17])=[O:2], predict the reactants needed to synthesize it. The reactants are: C[O:2][C:3](=[O:17])[C:4]1[CH:9]=[CH:8][C:7]([N:10]2[CH2:14][CH2:13][C@H:12]([CH3:15])[CH2:11]2)=[CH:6][C:5]=1[CH3:16].CO.O.[OH-].[Li+]. (6) Given the product [ClH:1].[O:45]1[C:41]([C:38]2[CH:39]=[CH:40][C:35]([CH:33]3[CH2:32][O:31][CH2:30][CH2:29][NH:28][CH2:34]3)=[CH:36][CH:37]=2)=[N:42][CH:43]=[N:44]1, predict the reactants needed to synthesize it. The reactants are: [ClH:1].CC1ON=C(C2C=CC(C3OCCNCC3)=CC=2)N=1.C([N:28]1[CH2:34][CH:33]([C:35]2[CH:40]=[CH:39][C:38]([C:41]3[O:45][N:44]=[CH:43][N:42]=3)=[CH:37][CH:36]=2)[CH2:32][O:31][CH2:30][CH2:29]1)C1C=CC=CC=1. (7) Given the product [NH:9]1[CH:13]=[CH:12][C:11]([C:14]2[N:19]=[C:18]([CH3:20])[C:17]([C:21]3[CH:26]=[CH:25][C:24]([CH3:27])=[CH:23][C:22]=3[F:28])=[C:16]([CH:29]=[CH:30][CH:31]([CH3:33])[CH3:32])[N:15]=2)=[N:10]1, predict the reactants needed to synthesize it. The reactants are: C([N-]C(C)C)(C)C.[Li+].[NH:9]1[CH:13]=[CH:12][C:11]([C:14]2[N:19]=[C:18]([CH3:20])[C:17]([C:21]3[CH:26]=[CH:25][C:24]([CH3:27])=[CH:23][C:22]=3[F:28])=[C:16]([CH3:29])[N:15]=2)=[N:10]1.[CH:30](=O)[CH:31]([CH3:33])[CH3:32].